From a dataset of Forward reaction prediction with 1.9M reactions from USPTO patents (1976-2016). Predict the product of the given reaction. (1) Given the reactants [CH2:1]([O:3][C:4](=[O:13])[C:5]1[CH:10]=[C:9]([Cl:11])[C:8](Cl)=[N:7][CH:6]=1)[CH3:2].[NH:14]1[CH2:22][CH2:21][CH:17]([C:18]([OH:20])=[O:19])[CH2:16][CH2:15]1.CCN(C(C)C)C(C)C.CC(O)=O, predict the reaction product. The product is: [Cl:11][C:9]1[C:8]([N:14]2[CH2:22][CH2:21][CH:17]([C:18]([OH:20])=[O:19])[CH2:16][CH2:15]2)=[N:7][CH:6]=[C:5]([C:4]([O:3][CH2:1][CH3:2])=[O:13])[CH:10]=1. (2) The product is: [CH2:1]([N:8]1[CH2:9][CH2:10][C:11]2([C:12]3[NH:31][CH:30]=[CH:29][C:13]=3[C:14](=[O:23])[N:15]2[C:16]2[CH:21]=[CH:20][CH:19]=[C:18]([F:22])[CH:17]=2)[CH2:25][CH2:26]1)[C:2]1[CH:7]=[CH:6][CH:5]=[CH:4][CH:3]=1. Given the reactants [CH2:1]([N:8]1[CH2:26][CH2:25][C:11]2([N:15]([C:16]3[CH:21]=[CH:20][CH:19]=[C:18]([F:22])[CH:17]=3)[C:14](=[O:23])[CH2:13][C:12]2=O)[CH2:10][CH2:9]1)[C:2]1[CH:7]=[CH:6][CH:5]=[CH:4][CH:3]=1.CO[CH:29](OC)[CH2:30][NH2:31], predict the reaction product. (3) Given the reactants [C:1]([O:4][C@@H:5]1[C@@H:18]([O:19][C:20](=[O:22])[CH3:21])[C@H:17]([O:23][C:24](=[O:26])[CH3:25])[CH2:16][S:15][C@H:6]1[O:7][C:8]1[CH:9]=[N:10][CH:11]=[C:12](Br)[CH:13]=1)(=[O:3])[CH3:2].[F:27][C:28]1[CH:33]=[CH:32][C:31](B(O)O)=[C:30]([CH3:37])[CH:29]=1, predict the reaction product. The product is: [C:1]([O:4][C@@H:5]1[C@@H:18]([O:19][C:20](=[O:22])[CH3:21])[C@H:17]([O:23][C:24](=[O:26])[CH3:25])[CH2:16][S:15][C@H:6]1[O:7][C:8]1[CH:9]=[N:10][CH:11]=[C:12]([C:31]2[CH:32]=[CH:33][C:28]([F:27])=[CH:29][C:30]=2[CH3:37])[CH:13]=1)(=[O:3])[CH3:2]. (4) Given the reactants [C:1]([O:4][Si:5]([CH:12]([CH3:14])[CH3:13])([CH:9]([CH3:11])[CH3:10])[CH:6]([CH3:8])[CH3:7])(=[O:3])[CH3:2].[C:15](O)(=O)C=C, predict the reaction product. The product is: [C:1]([O:4][Si:5]([CH:9]([CH3:11])[CH3:10])([CH:6]([CH3:8])[CH3:7])[CH:12]([CH3:14])[CH3:13])(=[O:3])[CH:2]=[CH2:15]. (5) Given the reactants C(O[C@H]1[CH2:13][C@@H:12]([S:14][C:15]([C:28]2[CH:33]=[CH:32][CH:31]=[CH:30][CH:29]=2)([C:22]2[CH:27]=[CH:26][CH:25]=[CH:24][CH:23]=2)[C:16]2[CH:21]=[CH:20][CH:19]=[CH:18][CH:17]=2)[CH2:11][N:10]1[CH3:34])C1C=CC=CC=1.Cl[C:36]([O:38][C:39]1[CH:44]=[CH:43][CH:42]=[CH:41][CH:40]=1)=[O:37].N1[CH:50]=[CH:49][CH:48]=[CH:47][CH:46]=1.Cl.C[CH2:53][O:54][C:55]([CH3:57])=O, predict the reaction product. The product is: [C:39]1([O:38][C:36]([N:10]2[CH2:11][C@H:12]([S:14][C:15]([C:28]3[CH:33]=[CH:32][CH:31]=[CH:30][CH:29]=3)([C:16]3[CH:21]=[CH:20][CH:19]=[CH:18][CH:17]=3)[C:22]3[CH:27]=[CH:26][CH:25]=[CH:24][CH:23]=3)[CH2:13][C@H:34]2[CH2:53][O:54][CH2:55][C:57]2[CH:50]=[CH:49][CH:48]=[CH:47][CH:46]=2)=[O:37])[CH:44]=[CH:43][CH:42]=[CH:41][CH:40]=1. (6) Given the reactants [CH:1]1([C:4]2[N:9]=[C:8]([C:10]3[CH:11]=[C:12]4[C:16](=[CH:17][CH:18]=3)[NH:15][N:14]=[C:13]4[I:19])[CH:7]=[N:6][CH:5]=2)[CH2:3][CH2:2]1.[O:20]1[CH:25]=[CH:24][CH2:23][CH2:22][CH2:21]1.O.C1(C)C=CC(S(O)(=O)=O)=CC=1, predict the reaction product. The product is: [CH:1]1([C:4]2[N:9]=[C:8]([C:10]3[CH:11]=[C:12]4[C:16](=[CH:17][CH:18]=3)[N:15]([CH:21]3[CH2:22][CH2:23][CH2:24][CH2:25][O:20]3)[N:14]=[C:13]4[I:19])[CH:7]=[N:6][CH:5]=2)[CH2:3][CH2:2]1. (7) Given the reactants IC1C2CC3C(=CC=CC=3)NC=2C(C(OC)=O)=CC=1.[I:20][C:21]1[CH:22]=[C:23]2[C:32](=[CH:33][CH:34]=1)[C:31](=O)[C:30]1[CH:29]=[CH:28][CH:27]=[C:26]([C:36]([O:38][CH3:39])=[O:37])[C:25]=1[NH:24]2.[K+].[Br-], predict the reaction product. The product is: [I:20][C:21]1[CH:22]=[C:23]2[C:32](=[CH:33][CH:34]=1)[CH2:31][C:30]1[CH:29]=[CH:28][CH:27]=[C:26]([C:36]([O:38][CH3:39])=[O:37])[C:25]=1[NH:24]2.